Dataset: NCI-60 drug combinations with 297,098 pairs across 59 cell lines. Task: Regression. Given two drug SMILES strings and cell line genomic features, predict the synergy score measuring deviation from expected non-interaction effect. (1) Drug 1: CS(=O)(=O)CCNCC1=CC=C(O1)C2=CC3=C(C=C2)N=CN=C3NC4=CC(=C(C=C4)OCC5=CC(=CC=C5)F)Cl. Drug 2: CC1C(C(CC(O1)OC2CC(CC3=C2C(=C4C(=C3O)C(=O)C5=CC=CC=C5C4=O)O)(C(=O)C)O)N)O. Cell line: NCI-H522. Synergy scores: CSS=52.1, Synergy_ZIP=9.44, Synergy_Bliss=11.6, Synergy_Loewe=7.32, Synergy_HSA=12.5. (2) Drug 1: CC1C(C(CC(O1)OC2CC(CC3=C2C(=C4C(=C3O)C(=O)C5=C(C4=O)C(=CC=C5)OC)O)(C(=O)CO)O)N)O.Cl. Drug 2: CN(C)N=NC1=C(NC=N1)C(=O)N. Cell line: CCRF-CEM. Synergy scores: CSS=51.2, Synergy_ZIP=-5.95, Synergy_Bliss=-1.75, Synergy_Loewe=1.69, Synergy_HSA=3.35. (3) Synergy scores: CSS=17.7, Synergy_ZIP=0.0675, Synergy_Bliss=5.50, Synergy_Loewe=3.58, Synergy_HSA=4.64. Drug 1: CS(=O)(=O)C1=CC(=C(C=C1)C(=O)NC2=CC(=C(C=C2)Cl)C3=CC=CC=N3)Cl. Cell line: NCI-H522. Drug 2: CC1=C(C=C(C=C1)NC2=NC=CC(=N2)N(C)C3=CC4=NN(C(=C4C=C3)C)C)S(=O)(=O)N.Cl. (4) Cell line: MDA-MB-231. Drug 2: CN(C(=O)NC(C=O)C(C(C(CO)O)O)O)N=O. Drug 1: C1CCC(C1)C(CC#N)N2C=C(C=N2)C3=C4C=CNC4=NC=N3. Synergy scores: CSS=9.78, Synergy_ZIP=-3.44, Synergy_Bliss=-4.34, Synergy_Loewe=-3.01, Synergy_HSA=-3.00. (5) Drug 1: CC(CN1CC(=O)NC(=O)C1)N2CC(=O)NC(=O)C2. Drug 2: C1=NC2=C(N=C(N=C2N1C3C(C(C(O3)CO)O)F)Cl)N. Cell line: SF-295. Synergy scores: CSS=32.4, Synergy_ZIP=-4.16, Synergy_Bliss=1.25, Synergy_Loewe=2.51, Synergy_HSA=2.56. (6) Drug 1: C1=NC(=NC(=O)N1C2C(C(C(O2)CO)O)O)N. Drug 2: C1C(C(OC1N2C=NC3=C2NC=NCC3O)CO)O. Cell line: TK-10. Synergy scores: CSS=7.61, Synergy_ZIP=0.00942, Synergy_Bliss=5.29, Synergy_Loewe=3.37, Synergy_HSA=3.84.